From a dataset of Full USPTO retrosynthesis dataset with 1.9M reactions from patents (1976-2016). Predict the reactants needed to synthesize the given product. (1) Given the product [Br:1][C:2]1[CH:11]=[CH:10][C:9]2[C:4](=[CH:5][CH:6]=[C:7]([C:13]([F:14])([F:15])[F:16])[CH:8]=2)[CH:3]=1, predict the reactants needed to synthesize it. The reactants are: [Br:1][C:2]1[CH:3]2O[CH:10]([CH:11]=1)[C:9]1[C:4]2=[CH:5][CH:6]=[C:7]([C:13]([F:16])([F:15])[F:14])[CH:8]=1.[I-].[Na+].C[Si](Cl)(C)C. (2) Given the product [CH2:18]([CH:22]1[CH2:27][CH2:26][N:25]([CH2:14][C@@H:13]([CH3:16])[CH2:12][N:7]2[C:6]3[CH:17]=[C:2]([F:1])[CH:3]=[CH:4][C:5]=3[O:10][CH2:9][C:8]2=[O:11])[CH2:24][CH2:23]1)[CH2:19][CH2:20][CH3:21], predict the reactants needed to synthesize it. The reactants are: [F:1][C:2]1[CH:3]=[CH:4][C:5]2[O:10][CH2:9][C:8](=[O:11])[N:7]([CH2:12][C@H:13]([CH3:16])[CH2:14]I)[C:6]=2[CH:17]=1.[CH2:18]([CH:22]1[CH2:27][CH2:26][NH:25][CH2:24][CH2:23]1)[CH2:19][CH2:20][CH3:21]. (3) Given the product [F:23][C:20]1[CH:21]=[CH:22][C:17]2[N:18]([C:14]([C:12]([NH:11][C:9]3[CH:10]=[C:5](/[C:3](=[N:1]/[OH:2])/[NH2:4])[CH:6]=[CH:7][C:8]=3[CH3:24])=[O:13])=[CH:15][N:16]=2)[CH:19]=1, predict the reactants needed to synthesize it. The reactants are: [NH2:1][OH:2].[C:3]([C:5]1[CH:6]=[CH:7][C:8]([CH3:24])=[C:9]([NH:11][C:12]([C:14]2[N:18]3[CH:19]=[C:20]([F:23])[CH:21]=[CH:22][C:17]3=[N:16][CH:15]=2)=[O:13])[CH:10]=1)#[N:4]. (4) Given the product [Br:18][C:16]1[CH:15]=[CH:14][C:13]([NH:19][C:20]2[O:10][C:3]3[C:4]([CH3:9])=[CH:5][C:6]([CH3:8])=[CH:7][C:2]=3[N:1]=2)=[C:12]([F:11])[CH:17]=1, predict the reactants needed to synthesize it. The reactants are: [NH2:1][C:2]1[CH:7]=[C:6]([CH3:8])[CH:5]=[C:4]([CH3:9])[C:3]=1[OH:10].[F:11][C:12]1[CH:17]=[C:16]([Br:18])[CH:15]=[CH:14][C:13]=1[N:19]=[C:20]=S.O[Li].O.OO. (5) Given the product [NH2:29][C:9]1[N:8]=[C:7]([O:6][CH:1]2[CH2:5][CH2:4][CH2:3][CH2:2]2)[N:15]=[C:14]2[C:10]=1[N:11]=[CH:12][N:13]2[C@@H:16]1[O:17][C@H:18]([CH:26]=[N:27][OH:28])[C@@H:19]([OH:20])[C@H:23]1[OH:22], predict the reactants needed to synthesize it. The reactants are: [CH:1]1([O:6][C:7]2[N:15]=[C:14]3[C:10]([N:11]=[CH:12][N:13]3[C@H:16]3[C@H:23]4[C@H:19]([O:20]C(C)(C)[O:22]4)[C@@H:18](/[CH:26]=[N:27]/[OH:28])[O:17]3)=[C:9]([NH:29]C(=O)C3C=CC=CC=3)[N:8]=2)[CH2:5][CH2:4][CH2:3][CH2:2]1. (6) Given the product [F:1][C:2]1[CH:7]=[CH:6][C:5]([NH:8][C:9]2[CH:14]=[CH:13][N:12]=[C:11]([NH:15][C:16]3[CH:17]=[CH:18][C:19]([S:22]([N:25]([CH3:32])[CH:26]4[CH2:31][CH2:30][N:29]([CH2:39][C:36]5[CH:37]=[CH:38][NH:34][CH:35]=5)[CH2:28][CH2:27]4)(=[O:23])=[O:24])=[CH:20][CH:21]=3)[N:10]=2)=[CH:4][C:3]=1[CH3:33], predict the reactants needed to synthesize it. The reactants are: [F:1][C:2]1[CH:7]=[CH:6][C:5]([NH:8][C:9]2[CH:14]=[CH:13][N:12]=[C:11]([NH:15][C:16]3[CH:21]=[CH:20][C:19]([S:22]([N:25]([CH3:32])[CH:26]4[CH2:31][CH2:30][NH:29][CH2:28][CH2:27]4)(=[O:24])=[O:23])=[CH:18][CH:17]=3)[N:10]=2)=[CH:4][C:3]=1[CH3:33].[NH:34]1[CH:38]=[CH:37][C:36]([CH:39]=O)=[CH:35]1.